From a dataset of Forward reaction prediction with 1.9M reactions from USPTO patents (1976-2016). Predict the product of the given reaction. (1) Given the reactants CC(CCCC1C=CC=CC=1)C(O)=O.[OH:15][CH2:16][C@H:17]([NH:24][C:25](=[O:37])[C@@H:26]([CH3:36])[CH2:27][CH2:28][CH2:29][C:30]1[CH:35]=[CH:34][CH:33]=[CH:32][CH:31]=1)[C:18]1[CH:23]=[CH:22][CH:21]=[CH:20][CH:19]=1, predict the reaction product. The product is: [OH:15][CH2:16][C@H:17]([NH:24][C:25](=[O:37])[C@H:26]([CH3:36])[CH2:27][CH2:28][CH2:29][C:30]1[CH:35]=[CH:34][CH:33]=[CH:32][CH:31]=1)[C:18]1[CH:23]=[CH:22][CH:21]=[CH:20][CH:19]=1. (2) Given the reactants [CH3:1][C:2]1[CH:7]=[CH:6][C:5]([S:8]([O:11][CH2:12][CH:13]2[O:18][C:17]3[CH:19]=[C:20]([OH:23])[CH:21]=[CH:22][C:16]=3[O:15][CH2:14]2)(=[O:10])=[O:9])=[CH:4][CH:3]=1.[CH3:24][S:25](Cl)(=[O:27])=[O:26].C([O-])([O-])=O.[Na+].[Na+], predict the reaction product. The product is: [CH3:1][C:2]1[CH:7]=[CH:6][C:5]([S:8]([O:11][CH2:12][CH:13]2[O:18][C:17]3[CH:19]=[C:20]([O:23][S:25]([CH3:24])(=[O:27])=[O:26])[CH:21]=[CH:22][C:16]=3[O:15][CH2:14]2)(=[O:10])=[O:9])=[CH:4][CH:3]=1. (3) Given the reactants [F:1][CH:2]([F:25])[C:3]1[N:8]2[N:9]=[CH:10][C:11]([C:12]([OH:14])=O)=[C:7]2[N:6]=[C:5]([C:15]2[CH:20]=[CH:19][C:18]([C:21]([F:24])([F:23])[F:22])=[CH:17][CH:16]=2)[CH:4]=1.[NH2:26][C:27]1[CH:28]=[C:29]([S:33]([NH:36][C:37]([CH3:40])([CH3:39])[CH3:38])(=[O:35])=[O:34])[CH:30]=[CH:31][CH:32]=1, predict the reaction product. The product is: [C:37]([NH:36][S:33]([C:29]1[CH:28]=[C:27]([NH:26][C:12]([C:11]2[CH:10]=[N:9][N:8]3[C:3]([CH:2]([F:25])[F:1])=[CH:4][C:5]([C:15]4[CH:20]=[CH:19][C:18]([C:21]([F:23])([F:24])[F:22])=[CH:17][CH:16]=4)=[N:6][C:7]=23)=[O:14])[CH:32]=[CH:31][CH:30]=1)(=[O:35])=[O:34])([CH3:40])([CH3:38])[CH3:39]. (4) The product is: [CH3:33][O:32][C:31]1[CH:30]=[CH:29][CH:28]=[C:27]([O:34][CH3:35])[C:26]=1[O:25][CH2:24][CH2:23][NH:22][C:19]1[CH:20]=[CH:21][C:16]([O:15][C:6]2[C:5]3[C:10](=[CH:11][C:12]([O:13][CH3:14])=[C:3]([O:2][CH3:1])[CH:4]=3)[N:9]=[CH:8][CH:7]=2)=[CH:17][CH:18]=1. Given the reactants [CH3:1][O:2][C:3]1[CH:4]=[C:5]2[C:10](=[CH:11][C:12]=1[O:13][CH3:14])[N:9]=[CH:8][CH:7]=[C:6]2[O:15][C:16]1[CH:21]=[CH:20][C:19]([NH:22][C:23](=O)[CH2:24][O:25][C:26]2[C:31]([O:32][CH3:33])=[CH:30][CH:29]=[CH:28][C:27]=2[O:34][CH3:35])=[CH:18][CH:17]=1.Cl.[OH-].[Na+], predict the reaction product. (5) Given the reactants [NH2:1][C@:2]([C:11]1[O:15][C:14]([C:16]2[CH:21]=[C:20]([NH:22][CH2:23][C@H:24]3[CH2:26][C@@H:25]3[CH3:27])[N:19]=[C:18]([N:28]([CH3:33])[S:29]([CH3:32])(=[O:31])=[O:30])[CH:17]=2)=[N:13][CH:12]=1)([CH3:10])[CH2:3][C:4]1[CH:9]=[CH:8][CH:7]=[CH:6][CH:5]=1.C1C(=O)N([Cl:41])C(=O)C1, predict the reaction product. The product is: [NH2:1][C@:2]([C:11]1[O:15][C:14]([C:16]2[CH:21]=[C:20]([NH:22][CH2:23][C@H:24]3[CH2:26][C@@H:25]3[CH3:27])[N:19]=[C:18]([N:28]([CH3:33])[S:29]([CH3:32])(=[O:30])=[O:31])[C:17]=2[Cl:41])=[N:13][CH:12]=1)([CH3:10])[CH2:3][C:4]1[CH:5]=[CH:6][CH:7]=[CH:8][CH:9]=1. (6) Given the reactants [H-].[Na+].[OH:3][CH2:4][C:5]([O:7][CH3:8])=[O:6].Br[CH2:10][CH2:11][O:12][CH:13]1[CH2:18][CH2:17][CH2:16][CH2:15][O:14]1, predict the reaction product. The product is: [CH3:8][O:7][C:5](=[O:6])[CH2:4][O:3][CH2:10][CH2:11][O:12][CH:13]1[CH2:18][CH2:17][CH2:16][CH2:15][O:14]1. (7) Given the reactants N1C=CN=C1.[C:6]([Si:10]([C:18]1[CH:23]=[CH:22][CH:21]=[CH:20][CH:19]=1)([C:12]1[CH:17]=[CH:16][CH:15]=[CH:14][CH:13]=1)Cl)([CH3:9])([CH3:8])[CH3:7].[OH:24][CH2:25][C:26]1([OH:30])[CH2:31][O:30][C:26]([CH2:25][OH:24])([OH:27])[CH2:31][O:27]1.O, predict the reaction product. The product is: [Si:10]([O:24][CH2:25][C:26](=[O:27])[CH2:31][OH:30])([C:6]([CH3:9])([CH3:8])[CH3:7])([C:18]1[CH:23]=[CH:22][CH:21]=[CH:20][CH:19]=1)[C:12]1[CH:17]=[CH:16][CH:15]=[CH:14][CH:13]=1.